This data is from Forward reaction prediction with 1.9M reactions from USPTO patents (1976-2016). The task is: Predict the product of the given reaction. (1) Given the reactants [Cl:1][C:2]1[N:19]=[C:18]2[C:5](=[N:6][CH2:7][N:8]2[C@@H:9]2[O:17][C@H:14]([CH2:15][OH:16])[C@@H:12]([OH:13])[C@H:10]2[OH:11])[C:4](Cl)([NH2:20])[N:3]=1.[CH:22]1(N)[CH2:27][CH2:26][CH2:25][CH2:24][CH2:23]1, predict the reaction product. The product is: [Cl:1][C:2]1[N:3]=[C:4]([NH:20][CH:22]2[CH2:27][CH2:26][CH2:25][CH2:24][CH2:23]2)[C:5]2[N:6]=[CH:7][N:8]([C:18]=2[N:19]=1)[C@@H:9]1[O:17][C@H:14]([CH2:15][OH:16])[C@@H:12]([OH:13])[C@H:10]1[OH:11]. (2) Given the reactants Cl[C:2]1[N:7]=[CH:6][C:5]([CH2:8][N:9]2[C:14](=[O:15])[CH:13]=[CH:12][C:11]([C:16]3[O:20][N:19]=[C:18]([C:21]4[CH:26]=[CH:25][C:24]([O:27][C:28]([F:31])([F:30])[F:29])=[CH:23][CH:22]=4)[N:17]=3)=[N:10]2)=[CH:4][CH:3]=1.[CH3:32][NH2:33], predict the reaction product. The product is: [CH3:32][NH:33][C:2]1[N:7]=[CH:6][C:5]([CH2:8][N:9]2[C:14](=[O:15])[CH:13]=[CH:12][C:11]([C:16]3[O:20][N:19]=[C:18]([C:21]4[CH:26]=[CH:25][C:24]([O:27][C:28]([F:31])([F:30])[F:29])=[CH:23][CH:22]=4)[N:17]=3)=[N:10]2)=[CH:4][CH:3]=1. (3) Given the reactants [NH2:1][C@H:2]([C:10]([OH:12])=[O:11])[CH2:3][CH2:4][CH2:5][NH:6][C:7](=[NH:9])[NH2:8].S(=O)(=O)(O)O.[CH2:18](O)[CH2:19][CH2:20][CH2:21][CH2:22][CH2:23][CH2:24][CH2:25][CH2:26][CH2:27][CH2:28][CH3:29], predict the reaction product. The product is: [CH2:29]([O:11][C:10](=[O:12])[C@H:2]([CH2:3][CH2:4][CH2:5][NH:6][C:7](=[NH:8])[NH2:9])[NH2:1])[CH2:28][CH2:27][CH2:26][CH2:25][CH2:24][CH2:23][CH2:22][CH2:21][CH2:20][CH2:19][CH3:18]. (4) Given the reactants [F:1][C:2]([F:8])([F:7])[S:3]([O-:6])(=[O:5])=[O:4].[Na+].[CH3:10][N:11]([C:13]([N:16]([CH3:18])[CH3:17])(Cl)[Cl:14])[CH3:12].C(OCC)C, predict the reaction product. The product is: [F:1][C:2]([F:8])([F:7])[S:3]([O-:6])(=[O:5])=[O:4].[CH3:10][N:11]([C+:13]([N:16]([CH3:18])[CH3:17])[Cl:14])[CH3:12]. (5) Given the reactants [CH3:1][O:2][C:3]([C:5]1[CH:6]=[C:7](B(O)O)[CH:8]=[N:9][CH:10]=1)=[O:4].C(=O)([O-])[O-].[K+].[K+].Br[CH2:21][C:22]1[N:23]=[C:24]([C:27]2[CH:32]=[CH:31][CH:30]=[CH:29][CH:28]=2)[S:25][CH:26]=1.C1COCC1, predict the reaction product. The product is: [C:27]1([C:24]2[S:25][CH:26]=[C:22]([CH2:21][C:7]3[CH:8]=[N:9][CH:10]=[C:5]([CH:6]=3)[C:3]([O:2][CH3:1])=[O:4])[N:23]=2)[CH:28]=[CH:29][CH:30]=[CH:31][CH:32]=1. (6) Given the reactants [N+:1]([C:4]1[CH:5]=[C:6]([CH:11]=[C:12]([C:14]([F:17])([F:16])[F:15])[CH:13]=1)[C:7](OC)=[O:8])([O-])=O.[NH2:18][NH2:19], predict the reaction product. The product is: [NH2:1][C:4]1[CH:5]=[C:6]([CH:11]=[C:12]([C:14]([F:17])([F:16])[F:15])[CH:13]=1)[C:7]([NH:18][NH2:19])=[O:8].